From a dataset of Full USPTO retrosynthesis dataset with 1.9M reactions from patents (1976-2016). Predict the reactants needed to synthesize the given product. Given the product [NH2:51][CH:11]([C:7]1[CH:6]=[C:5]([NH:4][C:1](=[O:3])[CH3:2])[CH:10]=[CH:9][CH:8]=1)[CH2:12][N:13]1[C:18](=[O:19])[C:17]2[C:20]3([O:36][CH2:37][C:16]=2[N:15]([CH2:38][C:39]2[C:44]([C:45]([F:46])([F:47])[F:48])=[CH:43][CH:42]=[CH:41][C:40]=2[F:49])[C:14]1=[O:50])[CH2:25][CH2:24][N:23]([CH2:26][C:27]1[O:28][C:29]([C:32]([F:35])([F:34])[F:33])=[CH:30][CH:31]=1)[CH2:22][CH2:21]3, predict the reactants needed to synthesize it. The reactants are: [C:1]([NH:4][C:5]1[CH:6]=[C:7]([CH:11]([NH:51]C(=O)OC(C)(C)C)[CH2:12][N:13]2[C:18](=[O:19])[C:17]3[C:20]4([O:36][CH2:37][C:16]=3[N:15]([CH2:38][C:39]3[C:44]([C:45]([F:48])([F:47])[F:46])=[CH:43][CH:42]=[CH:41][C:40]=3[F:49])[C:14]2=[O:50])[CH2:25][CH2:24][N:23]([CH2:26][C:27]2[O:28][C:29]([C:32]([F:35])([F:34])[F:33])=[CH:30][CH:31]=2)[CH2:22][CH2:21]4)[CH:8]=[CH:9][CH:10]=1)(=[O:3])[CH3:2].FC(F)(F)C(O)=O.C([O-])(O)=O.[Na+].